This data is from TCR-epitope binding with 47,182 pairs between 192 epitopes and 23,139 TCRs. The task is: Binary Classification. Given a T-cell receptor sequence (or CDR3 region) and an epitope sequence, predict whether binding occurs between them. (1) The epitope is KLSALGINAV. The TCR CDR3 sequence is CASSRPVGLGNEQFF. Result: 0 (the TCR does not bind to the epitope). (2) Result: 1 (the TCR binds to the epitope). The TCR CDR3 sequence is CATSGRDRPNNEQFF. The epitope is GTSGSPIINR. (3) The epitope is GTITSGWTF. The TCR CDR3 sequence is CASSLSGATEAFF. Result: 0 (the TCR does not bind to the epitope). (4) The epitope is KAFSPEVIPMF. The TCR CDR3 sequence is CATSDSQGNTEAFF. Result: 0 (the TCR does not bind to the epitope).